This data is from NCI-60 drug combinations with 297,098 pairs across 59 cell lines. The task is: Regression. Given two drug SMILES strings and cell line genomic features, predict the synergy score measuring deviation from expected non-interaction effect. Drug 1: CN(C)N=NC1=C(NC=N1)C(=O)N. Drug 2: CS(=O)(=O)CCNCC1=CC=C(O1)C2=CC3=C(C=C2)N=CN=C3NC4=CC(=C(C=C4)OCC5=CC(=CC=C5)F)Cl. Cell line: HL-60(TB). Synergy scores: CSS=-4.03, Synergy_ZIP=-4.07, Synergy_Bliss=-10.9, Synergy_Loewe=-19.4, Synergy_HSA=-18.2.